From a dataset of Peptide-MHC class I binding affinity with 185,985 pairs from IEDB/IMGT. Regression. Given a peptide amino acid sequence and an MHC pseudo amino acid sequence, predict their binding affinity value. This is MHC class I binding data. (1) The peptide sequence is LEKEEMPTLI. The MHC is HLA-B45:01 with pseudo-sequence HLA-B45:01. The binding affinity (normalized) is 0.135. (2) The peptide sequence is LMMTTIGIV. The MHC is HLA-A02:17 with pseudo-sequence HLA-A02:17. The binding affinity (normalized) is 0.518. (3) The peptide sequence is VEFHLDGEVL. The MHC is HLA-B45:01 with pseudo-sequence HLA-B45:01. The binding affinity (normalized) is 0.182. (4) The peptide sequence is FSRIGDPAL. The MHC is Patr-B0101 with pseudo-sequence Patr-B0101. The binding affinity (normalized) is 0.401.